From a dataset of Forward reaction prediction with 1.9M reactions from USPTO patents (1976-2016). Predict the product of the given reaction. (1) Given the reactants [Br:1][C:2]1[CH:7]=[CH:6][CH:5]=[C:4]([CH2:8]Br)[N:3]=1.[CH3:10][S-:11].[Na+], predict the reaction product. The product is: [Br:1][C:2]1[CH:7]=[CH:6][CH:5]=[C:4]([CH2:8][S:11][CH3:10])[N:3]=1. (2) Given the reactants [NH:1]([C:8]([O:10][C:11]([CH3:14])([CH3:13])[CH3:12])=[O:9])[C:2]([C:5]([OH:7])=O)([CH3:4])[CH3:3].ON1C2N=CC=CC=2N=N1.Cl.C(N=C=NCCCN(C)C)C.C(N(C(C)C)CC)(C)C.[CH3:46][N:47]([CH3:79])[N:48]([CH3:78])[C:49]([C@@:51]1([CH2:71][C:72]2[CH:77]=[CH:76][CH:75]=[CH:74][CH:73]=2)[CH2:56][CH2:55][CH2:54][N:53]([C:57](=[O:70])[C@H:58]([NH2:69])[CH2:59][C:60]2[C:68]3[C:63](=[CH:64][CH:65]=[CH:66][CH:67]=3)[NH:62][CH:61]=2)[CH2:52]1)=[O:50].CN(C)N(C)C([C@]1(CC2C=CC=CC=2)CCCN(C(=O)[C@H](N)CC2C3C(=CC=CC=3)NC=2)C1)=O, predict the reaction product. The product is: [C:11]([O:10][C:8](=[O:9])[NH:1][C:2]([C:5](=[O:7])[NH:69][C@H:58]([CH2:59][C:60]1[C:68]2[C:63](=[CH:64][CH:65]=[CH:66][CH:67]=2)[NH:62][CH:61]=1)[C:57]([N:53]1[CH2:54][CH2:55][CH2:56][C@@:51]([CH2:71][C:72]2[CH:77]=[CH:76][CH:75]=[CH:74][CH:73]=2)([C:49]([N:48]([CH3:78])[N:47]([CH3:79])[CH3:46])=[O:50])[CH2:52]1)=[O:70])([CH3:3])[CH3:4])([CH3:14])([CH3:13])[CH3:12]. (3) Given the reactants [NH2:1][C:2]([C:4]1[CH:5]=[N:6][C:7]2[C:12]([C:13]=1[NH:14][C:15]1[CH:16]=[C:17]([CH:23]=[CH:24][CH:25]=1)[C:18]([O:20]CC)=[O:19])=[CH:11][CH:10]=[C:9]([C:26]1[CH:31]=[CH:30][N:29]=[C:28]([O:32][CH3:33])[CH:27]=1)[CH:8]=2)=[O:3].[OH-].[Na+], predict the reaction product. The product is: [NH2:1][C:2]([C:4]1[CH:5]=[N:6][C:7]2[C:12]([C:13]=1[NH:14][C:15]1[CH:16]=[C:17]([CH:23]=[CH:24][CH:25]=1)[C:18]([OH:20])=[O:19])=[CH:11][CH:10]=[C:9]([C:26]1[CH:31]=[CH:30][N:29]=[C:28]([O:32][CH3:33])[CH:27]=1)[CH:8]=2)=[O:3].